This data is from Full USPTO retrosynthesis dataset with 1.9M reactions from patents (1976-2016). The task is: Predict the reactants needed to synthesize the given product. (1) Given the product [C:3]1([CH3:13])[CH:4]=[CH:5][C:6]([S:9]([OH:12])(=[O:10])=[O:11])=[CH:7][CH:8]=1, predict the reactants needed to synthesize it. The reactants are: Cl.O.[C:3]1([CH3:13])[CH:8]=[CH:7][C:6]([S:9]([OH:12])(=[O:11])=[O:10])=[CH:5][CH:4]=1.[OH-].[Na+]. (2) The reactants are: [F:1][C:2]1[CH:10]=[CH:9][CH:8]=[C:7]([N+:11]([O-:13])=[O:12])[C:3]=1[C:4]([OH:6])=[O:5].CO.[N+](=[CH:18][Si](C)(C)C)=[N-]. Given the product [F:1][C:2]1[CH:10]=[CH:9][CH:8]=[C:7]([N+:11]([O-:13])=[O:12])[C:3]=1[C:4]([O:6][CH3:18])=[O:5], predict the reactants needed to synthesize it. (3) The reactants are: [CH2:1]([NH:8][C:9](=[O:32])[N:10]([C:12]1[C:21]2[C:16](=[CH:17][C:18]([O:30][CH3:31])=[C:19]([NH:22][C:23]([C@@H:25]3[CH2:29][CH2:28][CH2:27][NH:26]3)=[O:24])[CH:20]=2)[N:15]=[CH:14][N:13]=1)[CH3:11])[C:2]1[CH:7]=[CH:6][CH:5]=[CH:4][CH:3]=1.CCN(C(C)C)C(C)C.[C:42](Cl)(=[O:45])[CH:43]=[CH2:44]. Given the product [C:42]([N:26]1[CH2:27][CH2:28][CH2:29][C@H:25]1[C:23]([NH:22][C:19]1[CH:20]=[C:21]2[C:16](=[CH:17][C:18]=1[O:30][CH3:31])[N:15]=[CH:14][N:13]=[C:12]2[N:10]([CH3:11])[C:9]([NH:8][CH2:1][C:2]1[CH:7]=[CH:6][CH:5]=[CH:4][CH:3]=1)=[O:32])=[O:24])(=[O:45])[CH:43]=[CH2:44], predict the reactants needed to synthesize it. (4) Given the product [NH2:42][C:43]1[CH:44]=[N:45][CH:46]=[CH:47][C:48]=1[NH:49][C:38](=[O:39])[CH2:37][N:34]1[CH2:35][CH2:36][C@H:32]([NH:31][S:28]([C:24]2[CH:23]=[CH:22][C:21]3[C:26](=[CH:27][C:18]([O:17][CH3:16])=[CH:19][CH:20]=3)[CH:25]=2)(=[O:29])=[O:30])[C:33]1=[O:41], predict the reactants needed to synthesize it. The reactants are: C(N(CC)CC)C.ClC(OCC(C)C)=O.[CH3:16][O:17][C:18]1[CH:27]=[C:26]2[C:21]([CH:22]=[CH:23][C:24]([S:28]([NH:31][C@H:32]3[CH2:36][CH2:35][N:34]([CH2:37][C:38](O)=[O:39])[C:33]3=[O:41])(=[O:30])=[O:29])=[CH:25]2)=[CH:20][CH:19]=1.[NH2:42][C:43]1[CH:44]=[N:45][CH:46]=[CH:47][C:48]=1[NH2:49]. (5) Given the product [F:1][C:2]1[C:7]([F:8])=[CH:6][CH:5]=[CH:4][C:3]=1[CH2:9][S:10][C:11]1[N:16]=[C:15]([NH:17][S:18]([N:21]2[CH2:24][CH2:23][CH2:22]2)(=[O:20])=[O:19])[CH:14]=[C:13]([O:25][C:26]([CH3:28])([CH3:27])[C@@H:29]([OH:30])[CH2:33][OH:32])[N:12]=1, predict the reactants needed to synthesize it. The reactants are: [F:1][C:2]1[C:7]([F:8])=[CH:6][CH:5]=[CH:4][C:3]=1[CH2:9][S:10][C:11]1[N:16]=[C:15]([NH:17][S:18]([N:21]2[CH2:24][CH2:23][CH2:22]2)(=[O:20])=[O:19])[CH:14]=[C:13]([O:25][C:26]([C@@H:29]2[CH2:33][O:32]C(C)(C)[O:30]2)([CH3:28])[CH3:27])[N:12]=1.C(Cl)Cl. (6) Given the product [F:1][C:2]1[CH:3]=[CH:4][C:5]([C@@H:8]2[CH2:16][CH:15]=[CH:14][CH2:13][C@H:9]2[C:10]([OH:12])=[O:11])=[CH:6][CH:7]=1, predict the reactants needed to synthesize it. The reactants are: [F:1][C:2]1[CH:7]=[CH:6][C:5](/[CH:8]=[CH:9]/[C:10]([OH:12])=[O:11])=[CH:4][CH:3]=1.[CH2:13]=[CH:14][CH:15]=[CH2:16].C1(C=CC(O)=CC=1)O. (7) Given the product [CH:1]1([CH2:4][N:5]2[C:14]3[C:9](=[CH:10][C:11]([I:15])=[CH:12][CH:13]=3)[C:8](=[O:16])[C:7]([C:17]([OH:19])=[O:18])=[CH:6]2)[CH2:2][CH2:3]1, predict the reactants needed to synthesize it. The reactants are: [CH:1]1([CH2:4][N:5]2[C:14]3[C:9](=[CH:10][C:11]([I:15])=[CH:12][CH:13]=3)[C:8](=[O:16])[C:7]([C:17]([O:19]CC)=[O:18])=[CH:6]2)[CH2:3][CH2:2]1.[OH-].[Na+].CO.Cl. (8) Given the product [Cl:10][C:11]1[CH:12]=[C:13]2[C:17](=[C:18]([C:2]3[CH:7]=[C:6]([O:8][CH3:9])[N:5]=[CH:4][N:3]=3)[CH:19]=1)[NH:16][CH:15]=[CH:14]2, predict the reactants needed to synthesize it. The reactants are: Cl[C:2]1[CH:7]=[C:6]([O:8][CH3:9])[N:5]=[CH:4][N:3]=1.[Cl:10][C:11]1[CH:12]=[C:13]2[C:17](=[C:18](B3OC(C)(C)C(C)(C)O3)[CH:19]=1)[NH:16][CH:15]=[CH:14]2.C([O-])([O-])=O.[Na+].[Na+].COCCOC.